This data is from Catalyst prediction with 721,799 reactions and 888 catalyst types from USPTO. The task is: Predict which catalyst facilitates the given reaction. Reactant: C(O[C:6](=O)[N:7]([C:9]1[CH:14]=[C:13]([O:15][C:16]2[CH:21]=[CH:20][CH:19]=[C:18]([N:22]3[CH2:27][CH2:26][O:25][CH2:24][CH2:23]3)[CH:17]=2)[CH:12]=[CH:11][C:10]=1[NH2:28])C)(C)(C)C.[C:30](O)(=O)[CH2:31][OH:32]. Product: [CH3:6][N:7]1[C:9]2[CH:14]=[C:13]([O:15][C:16]3[CH:21]=[CH:20][CH:19]=[C:18]([N:22]4[CH2:23][CH2:24][O:25][CH2:26][CH2:27]4)[CH:17]=3)[CH:12]=[CH:11][C:10]=2[N:28]=[C:30]1[CH2:31][OH:32]. The catalyst class is: 89.